From a dataset of Peptide-MHC class II binding affinity with 134,281 pairs from IEDB. Regression. Given a peptide amino acid sequence and an MHC pseudo amino acid sequence, predict their binding affinity value. This is MHC class II binding data. (1) The peptide sequence is VAEAAGKTKEGVLYV. The MHC is DRB1_1101 with pseudo-sequence DRB1_1101. The binding affinity (normalized) is 0.323. (2) The peptide sequence is TDDNEEPIAPYHFDLSGHAF. The MHC is HLA-DPA10201-DPB11401 with pseudo-sequence HLA-DPA10201-DPB11401. The binding affinity (normalized) is 0.121. (3) The peptide sequence is EEREVLMWKFDSALARKH. The MHC is HLA-DPA10201-DPB10101 with pseudo-sequence HLA-DPA10201-DPB10101. The binding affinity (normalized) is 0.293.